This data is from Peptide-MHC class I binding affinity with 185,985 pairs from IEDB/IMGT. The task is: Regression. Given a peptide amino acid sequence and an MHC pseudo amino acid sequence, predict their binding affinity value. This is MHC class I binding data. (1) The peptide sequence is AEQASQDVKNW. The MHC is HLA-B53:01 with pseudo-sequence HLA-B53:01. The binding affinity (normalized) is 0.0405. (2) The peptide sequence is HPYKIPATV. The MHC is HLA-B08:01 with pseudo-sequence HLA-B08:01. The binding affinity (normalized) is 0.447.